Dataset: Full USPTO retrosynthesis dataset with 1.9M reactions from patents (1976-2016). Task: Predict the reactants needed to synthesize the given product. (1) Given the product [Br:1][C:2]1[CH:26]=[CH:25][C:5]([C:6]2[S:36][C:10]([CH2:11][CH2:12][CH2:13][CH2:14][CH2:15][NH:16][C:17](=[O:23])[O:18][C:19]([CH3:22])([CH3:21])[CH3:20])=[N:9][N:8]=2)=[CH:4][CH:3]=1, predict the reactants needed to synthesize it. The reactants are: [Br:1][C:2]1[CH:26]=[CH:25][C:5]([C:6]([NH:8][NH:9][C:10](=O)[CH2:11][CH2:12][CH2:13][CH2:14][CH2:15][NH:16][C:17](=[O:23])[O:18][C:19]([CH3:22])([CH3:21])[CH3:20])=O)=[CH:4][CH:3]=1.COC1C=CC(P2(SP(C3C=CC(OC)=CC=3)(=S)S2)=[S:36])=CC=1. (2) Given the product [C:35]([O-:36])(=[O:55])[CH3:34].[NH4+:1].[NH2:39][C:40]1[N:45]=[CH:44][N:43]=[C:42]2[N:46]([CH:62]3[CH2:63][CH2:64][N:65]([C:68](=[O:82])[CH2:69][CH2:70][NH:71][CH2:79][CH2:80][OH:81])[CH2:66][CH2:67]3)[N:47]=[C:48]([C:49]3[CH:50]=[CH:51][C:52]([O:55][C:56]4[CH:57]=[CH:58][CH:59]=[CH:60][CH:61]=4)=[CH:53][CH:54]=3)[C:41]=12, predict the reactants needed to synthesize it. The reactants are: [NH2:1]C1N=CN=C2N(C3CCN(C(=O)CCN[CH2:34][CH2:35][OH:36])CC3)N=C(C3C=CC(OC4C=CC=CC=4)=CC=3)C=12.Cl.[NH2:39][C:40]1[N:45]=[CH:44][N:43]=[C:42]2[N:46]([CH:62]3[CH2:67][CH2:66][N:65]([C:68](=[O:82])[CH2:69][CH2:70][N:71]([CH2:79][CH2:80][OH:81])C(=O)OC(C)(C)C)[CH2:64][CH2:63]3)[N:47]=[C:48]([C:49]3[CH:54]=[CH:53][C:52]([O:55][C:56]4[CH:61]=[CH:60][CH:59]=[CH:58][CH:57]=4)=[CH:51][CH:50]=3)[C:41]=12. (3) Given the product [CH3:21][O:22][C:23]([C:24]1[CH:25]=[C:26]([C:6]2[CH:7]=[CH:8][C:9]([O:13][CH3:14])=[C:10]([O:11][CH3:12])[C:5]=2[O:4][CH3:3])[CH:27]=[CH:28][CH:29]=1)=[O:31], predict the reactants needed to synthesize it. The reactants are: N#N.[CH3:3][O:4][C:5]1[C:10]([O:11][CH3:12])=[C:9]([O:13][CH3:14])[CH:8]=[CH:7][C:6]=1B(O)O.CCO.[CH3:21][O:22][C:23](=[O:31])[C:24]1[CH:29]=[CH:28][CH:27]=[C:26](Br)[CH:25]=1. (4) The reactants are: [Cl:1][C:2]1[CH:3]=[C:4](/[CH:9]=[CH:10]/[C:11]([C:13]2[CH:14]=[N:15][C:16]([O:19]C)=[CH:17][CH:18]=2)=[O:12])[CH:5]=[C:6]([Cl:8])[CH:7]=1.Cl. Given the product [Cl:8][C:6]1[CH:5]=[C:4](/[CH:9]=[CH:10]/[C:11]([C:13]2[CH:18]=[CH:17][C:16](=[O:19])[NH:15][CH:14]=2)=[O:12])[CH:3]=[C:2]([Cl:1])[CH:7]=1, predict the reactants needed to synthesize it. (5) Given the product [NH2:31][C:2]1[N:7]=[C:6]([C:8]2[S:12][C:11]([C:13]([CH3:16])([CH3:15])[CH3:14])=[N:10][C:9]=2[C:17]2[C:18]([F:30])=[C:19]([NH:23][C:24](=[O:29])[O:25][CH2:26][CH:27]=[CH2:28])[CH:20]=[CH:21][CH:22]=2)[CH:5]=[CH:4][N:3]=1, predict the reactants needed to synthesize it. The reactants are: Cl[C:2]1[N:7]=[C:6]([C:8]2[S:12][C:11]([C:13]([CH3:16])([CH3:15])[CH3:14])=[N:10][C:9]=2[C:17]2[C:18]([F:30])=[C:19]([NH:23][C:24](=[O:29])[O:25][CH2:26][CH:27]=[CH2:28])[CH:20]=[CH:21][CH:22]=2)[CH:5]=[CH:4][N:3]=1.[NH3:31].CO.